Predict the reaction yield, written as a fraction of the theoretical maximum amount of product (1.0 means a 100% yield; for example, 0.34 means a 34% yield). From a dataset of Reaction yield outcomes from USPTO patents with 853,638 reactions. The reactants are [OH-].[Na+].[CH:3]1([C:9]#[C:10][CH3:11])[CH2:8][CH2:7][CH2:6][CH2:5][CH2:4]1.[SiH:12]([O:19][CH2:20][CH3:21])([O:16][CH2:17][CH3:18])[O:13][CH2:14][CH3:15].COCCOC. The catalyst is CCOCC. The product is [CH:3]1([CH2:9][C:10]#[C:11][Si:12]([O:19][CH2:20][CH3:21])([O:16][CH2:17][CH3:18])[O:13][CH2:14][CH3:15])[CH2:8][CH2:7][CH2:6][CH2:5][CH2:4]1. The yield is 0.680.